This data is from Forward reaction prediction with 1.9M reactions from USPTO patents (1976-2016). The task is: Predict the product of the given reaction. (1) Given the reactants CC12C3(C)[N:6]4[CH2:7][CH2:8][CH2:9][N:10]3[CH2:11][CH2:12][N:13]1[CH2:14][CH:15]([C:17]([O:19][CH3:20])=[O:18])[CH2:16][N:3]2[CH2:4][CH2:5]4.Cl, predict the reaction product. The product is: [NH:6]1[CH2:7][CH2:8][CH2:9][NH:10][CH2:11][CH2:12][NH:13][CH2:14][CH:15]([C:17]([O:19][CH3:20])=[O:18])[CH2:16][NH:3][CH2:4][CH2:5]1. (2) Given the reactants Cl.[CH3:2][C:3]([CH3:50])([CH3:49])[CH2:4][C:5]1[N:6]=[C:7]([CH2:29][C:30]([C:36]2[CH:41]=[CH:40][C:39]([C:42]3[CH:47]=[CH:46][C:45]([F:48])=[CH:44][N:43]=3)=[CH:38][CH:37]=2)([OH:35])[C:31]([F:34])([F:33])[F:32])[N:8](C(C2C=CC=CC=2)(C2C=CC=CC=2)C2C=CC=CC=2)[CH:9]=1, predict the reaction product. The product is: [CH3:2][C:3]([CH3:50])([CH3:49])[CH2:4][C:5]1[N:6]=[C:7]([CH2:29][C:30]([C:36]2[CH:41]=[CH:40][C:39]([C:42]3[CH:47]=[CH:46][C:45]([F:48])=[CH:44][N:43]=3)=[CH:38][CH:37]=2)([OH:35])[C:31]([F:34])([F:33])[F:32])[NH:8][CH:9]=1. (3) Given the reactants [Br:1][C:2]1[CH:3]=[CH:4][C:5]2[O:10][C:9](=[O:11])[CH:8]=[C:7]([O:12][CH2:13][CH2:14][CH2:15][O:16]C3CCCCO3)[C:6]=2[CH:23]=1.CC(O)=O.C1COCC1, predict the reaction product. The product is: [Br:1][C:2]1[CH:3]=[CH:4][C:5]2[O:10][C:9](=[O:11])[CH:8]=[C:7]([O:12][CH2:13][CH2:14][CH2:15][OH:16])[C:6]=2[CH:23]=1. (4) Given the reactants [N:1]1([C:6]2[CH:14]=[CH:13][C:9]([C:10]([OH:12])=O)=[CH:8][CH:7]=2)[CH:5]=[N:4][CH:3]=[N:2]1.Cl.Cl.[NH2:17][CH2:18][C:19]1[CH:20]=[C:21]([CH:36]=[CH:37][CH:38]=1)[C:22]([NH:24][C:25]1[CH:34]=[C:33]2[C:28]([CH2:29][CH2:30][N:31]([CH3:35])[CH2:32]2)=[CH:27][CH:26]=1)=[O:23].C(N(CC)CC)C, predict the reaction product. The product is: [CH3:35][N:31]1[CH2:30][CH2:29][C:28]2[C:33](=[CH:34][C:25]([NH:24][C:22]([C:21]3[CH:20]=[C:19]([CH:38]=[CH:37][CH:36]=3)[CH2:18][NH:17][C:10](=[O:12])[C:9]3[CH:8]=[CH:7][C:6]([N:1]4[CH:5]=[N:4][CH:3]=[N:2]4)=[CH:14][CH:13]=3)=[O:23])=[CH:26][CH:27]=2)[CH2:32]1. (5) Given the reactants Br[C:2]1[CH:7]=[C:6]([Cl:8])[CH:5]=[CH:4][C:3]=1[C:9]([N:11]1[CH2:16][CH2:15][N:14]([C:17]2[C:22]([CH3:23])=[CH:21][C:20]([CH3:24])=[CH:19][N:18]=2)[CH2:13][CH2:12]1)=[O:10].[CH3:25][N:26]1[CH2:30][CH2:29][NH:28][C:27]1=[O:31].C(=O)([O-])[O-].[Cs+].[Cs+].CNCCNC, predict the reaction product. The product is: [Cl:8][C:6]1[CH:5]=[CH:4][C:3]([C:9]([N:11]2[CH2:16][CH2:15][N:14]([C:17]3[C:22]([CH3:23])=[CH:21][C:20]([CH3:24])=[CH:19][N:18]=3)[CH2:13][CH2:12]2)=[O:10])=[C:2]([N:28]2[CH2:29][CH2:30][N:26]([CH3:25])[C:27]2=[O:31])[CH:7]=1.